From a dataset of Forward reaction prediction with 1.9M reactions from USPTO patents (1976-2016). Predict the product of the given reaction. (1) The product is: [CH3:13][O:12][C:10](=[O:11])[CH2:9][C:4]1[CH:5]=[CH:6][CH:7]=[CH:8][C:3]=1[C:1]#[C:2][C:26]1[C:27]([C:28]([F:29])([F:30])[F:31])=[CH:22][N:23]=[C:24]([NH:32][C:33]2[CH:38]=[CH:37][C:36]([CH:39]3[CH2:40][CH2:41][N:42]([C:45]([O:47][C:48]([CH3:50])([CH3:49])[CH3:51])=[O:46])[CH2:43][CH2:44]3)=[C:35]([CH3:52])[CH:34]=2)[N:25]=1. Given the reactants [C:1]([C:3]1[CH:8]=[CH:7][CH:6]=[CH:5][C:4]=1[CH2:9][C:10]([O:12][CH3:13])=[O:11])#[CH:2].CCN(CC)CC.Cl[C:22]1[C:27]([C:28]([F:31])([F:30])[F:29])=[CH:26][N:25]=[C:24]([NH:32][C:33]2[CH:38]=[CH:37][C:36]([CH:39]3[CH2:44][CH2:43][N:42]([C:45]([O:47][C:48]([CH3:51])([CH3:50])[CH3:49])=[O:46])[CH2:41][CH2:40]3)=[C:35]([CH3:52])[CH:34]=2)[N:23]=1.C1C=CC(P(C2C=CC=CC=2)C2C=CC=CC=2)=CC=1, predict the reaction product. (2) Given the reactants [CH3:1][C:2]1[CH:7]=[CH:6][C:5]([C:8]2[CH:13]=[C:12]([C:14](=[O:24])[NH:15][CH2:16][C:17]3[CH:18]=[N:19][C:20]([CH3:23])=[CH:21][CH:22]=3)[CH:11]=[C:10]([C:25]([OH:27])=O)[CH:9]=2)=[CH:4][CH:3]=1.Cl.CN(C)CCCN=C=NCC.O.ON1C2C=CC=CC=2N=N1.[NH:51]1[CH2:55][CH2:54][CH:53]([N:56]2[CH2:61][CH2:60][O:59][CH2:58][CH2:57]2)[CH2:52]1.C(N(CC)C(C)C)(C)C, predict the reaction product. The product is: [CH3:1][C:2]1[CH:7]=[CH:6][C:5]([C:8]2[CH:9]=[C:10]([C:25]([N:51]3[CH2:55][CH2:54][CH:53]([N:56]4[CH2:57][CH2:58][O:59][CH2:60][CH2:61]4)[CH2:52]3)=[O:27])[CH:11]=[C:12]([C:14]([NH:15][CH2:16][C:17]3[CH:18]=[N:19][C:20]([CH3:23])=[CH:21][CH:22]=3)=[O:24])[CH:13]=2)=[CH:4][CH:3]=1. (3) Given the reactants FC1(F)CCN(C(C2NC3=NC=C(OC4CCN(C(C)C)CC4)C=C3C=2)=O)CC1.C[O:31][C:32]([C:34]1[N:53](C(OC(C)(C)C)=O)[C:37]2=[N:38][C:39]([Cl:52])=[C:40]([O:42][CH:43]3[CH2:48][CH2:47][N:46]([CH:49]([CH3:51])[CH3:50])[CH2:45][CH2:44]3)[CH:41]=[C:36]2[CH:35]=1)=[O:33].Cl, predict the reaction product. The product is: [ClH:52].[Cl:52][C:39]1[N:38]=[C:37]2[NH:53][C:34]([C:32]([OH:33])=[O:31])=[CH:35][C:36]2=[CH:41][C:40]=1[O:42][CH:43]1[CH2:44][CH2:45][N:46]([CH:49]([CH3:51])[CH3:50])[CH2:47][CH2:48]1.